This data is from Forward reaction prediction with 1.9M reactions from USPTO patents (1976-2016). The task is: Predict the product of the given reaction. (1) Given the reactants [CH:1]1[CH:6]=[C:5]2[C:7]([C:9](O)(O)[C:10](=[O:11])[C:4]2=[CH:3][CH:2]=1)=[O:8].[C:14]1([S:20][CH3:21])[CH:19]=[CH:18][CH:17]=[CH:16][CH:15]=1.C(=O)(O)[O-].[Na+], predict the reaction product. The product is: [CH3:21][S:20][C:14]1[CH:19]=[CH:18][CH:17]=[CH:16][C:15]=1[CH:9]1[C:10](=[O:11])[C:4]2[C:5](=[CH:6][CH:1]=[CH:2][CH:3]=2)[C:7]1=[O:8]. (2) Given the reactants C(OC([N:6]1[CH2:11][CH2:10][CH:9]([C:12]2[C:20]3[C:15](=[CH:16][CH:17]=[CH:18][CH:19]=3)[N:14]([CH2:21][CH2:22][O:23][CH2:24][CH3:25])[CH:13]=2)[CH2:8][CH2:7]1)=O)C.[OH-].[K+], predict the reaction product. The product is: [CH2:24]([O:23][CH2:22][CH2:21][N:14]1[C:15]2[C:20](=[CH:19][CH:18]=[CH:17][CH:16]=2)[C:12]([CH:9]2[CH2:8][CH2:7][NH:6][CH2:11][CH2:10]2)=[CH:13]1)[CH3:25]. (3) Given the reactants [N:1]1[CH:6]=[CH:5][CH:4]=[CH:3][C:2]=1[C:7]1[N:15]2[C:10]([CH:11]=[CH:12][CH:13]=[CH:14]2)=[CH:9][C:8]=1[CH2:16][OH:17], predict the reaction product. The product is: [N:1]1[CH:6]=[CH:5][CH:4]=[CH:3][C:2]=1[C:7]1[N:15]2[C:10]([CH:11]=[CH:12][CH:13]=[CH:14]2)=[CH:9][C:8]=1[CH:16]=[O:17]. (4) Given the reactants [Cl:1][C:2]1[CH:7]=[CH:6][C:5]([C:8]2[C:14]3[CH:15]=[CH:16][CH:17]=[CH:18][C:13]=3[N:12]3[C:19]([CH3:22])=[N:20][N:21]=[C:11]3[CH:10]([CH2:23][C:24]([OH:26])=O)[CH:9]=2)=[CH:4][CH:3]=1.CN(C(ON1N=NC2C=CC=NC1=2)=[N+](C)C)C.F[P-](F)(F)(F)(F)F.C(N(CC)CC)C.[NH:58]1[CH2:63][CH2:62][O:61][CH2:60][CH2:59]1, predict the reaction product. The product is: [Cl:1][C:2]1[CH:7]=[CH:6][C:5]([C:8]2[C:14]3[CH:15]=[CH:16][CH:17]=[CH:18][C:13]=3[N:12]3[C:19]([CH3:22])=[N:20][N:21]=[C:11]3[CH:10]([CH2:23][C:24]([N:58]3[CH2:63][CH2:62][O:61][CH2:60][CH2:59]3)=[O:26])[CH:9]=2)=[CH:4][CH:3]=1. (5) Given the reactants C(O[C:6]([N:8]1[CH2:13][CH2:12][CH2:11][C:10]([C:15]2[CH:20]=[CH:19][C:18]([Br:21])=[CH:17][CH:16]=2)([OH:14])[CH2:9]1)=O)(C)(C)C.C=O, predict the reaction product. The product is: [Br:21][C:18]1[CH:17]=[CH:16][C:15]([C:10]2([OH:14])[CH2:11][CH2:12][CH2:13][N:8]([CH3:6])[CH2:9]2)=[CH:20][CH:19]=1. (6) Given the reactants [Cl:1][C:2]1[C:7]([C:8]([C:10]2[CH:15]=[CH:14][CH:13]=[CH:12][CH:11]=2)=[O:9])=[CH:6][N:5]=[C:4]2[N:16]([C:19]3[CH:24]=[CH:23][CH:22]=[CH:21][CH:20]=3)[N:17]=[CH:18][C:3]=12.[BH4-].[Na+].[Cl-].[NH4+], predict the reaction product. The product is: [Cl:1][C:2]1[C:7]([CH:8]([C:10]2[CH:11]=[CH:12][CH:13]=[CH:14][CH:15]=2)[OH:9])=[CH:6][N:5]=[C:4]2[N:16]([C:19]3[CH:20]=[CH:21][CH:22]=[CH:23][CH:24]=3)[N:17]=[CH:18][C:3]=12. (7) Given the reactants [NH2:1][C:2]1[CH:10]=[C:9]([O:11][CH2:12][CH2:13][CH2:14][CH3:15])[CH:8]=[CH:7][C:3]=1[C:4]([OH:6])=[O:5].S(Cl)(Cl)=O.[CH3:20]O, predict the reaction product. The product is: [CH3:20][O:5][C:4](=[O:6])[C:3]1[CH:7]=[CH:8][C:9]([O:11][CH2:12][CH2:13][CH2:14][CH3:15])=[CH:10][C:2]=1[NH2:1]. (8) The product is: [C:27]1([C:12]2[CH:11]=[CH:10][C:9]3[N:8]([C:4]4[CH:5]=[C:6]([C:37]5[CH:38]=[CH:39][CH:40]=[C:35]([O:34][CH3:33])[CH:36]=5)[CH:7]=[CH:2][CH:3]=4)[C:20]4[C:15]([C:14]=3[CH:13]=2)=[CH:16][C:17]([C:21]2[CH:26]=[CH:25][CH:24]=[CH:23][CH:22]=2)=[CH:18][CH:19]=4)[CH:32]=[CH:31][CH:30]=[CH:29][CH:28]=1. Given the reactants Br[C:2]1[CH:3]=[C:4]([N:8]2[C:20]3[CH:19]=[CH:18][C:17]([C:21]4[CH:26]=[CH:25][CH:24]=[CH:23][CH:22]=4)=[CH:16][C:15]=3[C:14]3[C:9]2=[CH:10][CH:11]=[C:12]([C:27]2[CH:32]=[CH:31][CH:30]=[CH:29][CH:28]=2)[CH:13]=3)[CH:5]=[CH:6][CH:7]=1.[CH3:33][O:34][C:35]1[CH:36]=[C:37](B(O)O)[CH:38]=[CH:39][CH:40]=1.C1(C)C=CC=CC=1.C(=O)([O-])[O-].[Na+].[Na+], predict the reaction product.